From a dataset of Peptide-MHC class I binding affinity with 185,985 pairs from IEDB/IMGT. Regression. Given a peptide amino acid sequence and an MHC pseudo amino acid sequence, predict their binding affinity value. This is MHC class I binding data. (1) The peptide sequence is DLANSHQRSD. The MHC is H-2-Kb with pseudo-sequence H-2-Kb. The binding affinity (normalized) is 0. (2) The peptide sequence is YIFFASFYY. The MHC is HLA-B46:01 with pseudo-sequence HLA-B46:01. The binding affinity (normalized) is 0.0847. (3) The peptide sequence is TPQAPTSEI. The MHC is HLA-B51:01 with pseudo-sequence HLA-B51:01. The binding affinity (normalized) is 0.303. (4) The peptide sequence is FTDGVCLFW. The MHC is HLA-A69:01 with pseudo-sequence HLA-A69:01. The binding affinity (normalized) is 0.0847. (5) The peptide sequence is STKNILVTV. The MHC is HLA-A02:06 with pseudo-sequence HLA-A02:06. The binding affinity (normalized) is 0.898.